This data is from Full USPTO retrosynthesis dataset with 1.9M reactions from patents (1976-2016). The task is: Predict the reactants needed to synthesize the given product. (1) Given the product [CH2:3]([O:5][C:6]([C:8]1[N:9]([CH:26]([CH3:28])[CH3:27])[CH:10]=[C:11]([C:19]2[CH:20]=[CH:21][C:22]([F:25])=[CH:23][CH:24]=2)[C:12]=1[C:13]1[CH:18]=[CH:17][CH:16]=[CH:15][CH:14]=1)=[O:7])[CH3:4], predict the reactants needed to synthesize it. The reactants are: [OH-].[K+].[CH2:3]([O:5][C:6]([C:8]1[NH:9][CH:10]=[C:11]([C:19]2[CH:24]=[CH:23][C:22]([F:25])=[CH:21][CH:20]=2)[C:12]=1[C:13]1[CH:18]=[CH:17][CH:16]=[CH:15][CH:14]=1)=[O:7])[CH3:4].[CH:26](I)([CH3:28])[CH3:27]. (2) The reactants are: CN1[C@@H]([C@H:12]2[O:21][C:19](=[O:20])[C:18]3[C:17]([O:22][CH3:23])=[C:16]([O:24][CH3:25])[CH:15]=[CH:14][C:13]2=3)C2C(OC)=C3OCOC3=CC=2CC1.N1C=CC=CC=1.ICl.N. Given the product [CH3:25][O:24][C:16]1[C:17]([O:22][CH3:23])=[C:18]2[C:13]([CH2:12][O:21][C:19]2=[O:20])=[CH:14][CH:15]=1, predict the reactants needed to synthesize it. (3) Given the product [Cl:1][C:2]1[C:3]([N:12]2[CH2:17][CH2:16][N:15]([CH:18]([C:20]3[CH:25]=[CH:24][CH:23]=[CH:22][CH:21]=3)[CH3:19])[CH2:14][CH2:13]2)=[C:4]2[N:9]=[C:32]([C:31]3[CH:34]=[CH:35][C:28]([N:27]([CH3:36])[CH3:26])=[CH:29][CH:30]=3)[NH:8][C:5]2=[N:6][CH:7]=1, predict the reactants needed to synthesize it. The reactants are: [Cl:1][C:2]1[C:3]([N:12]2[CH2:17][CH2:16][N:15]([CH:18]([C:20]3[CH:25]=[CH:24][CH:23]=[CH:22][CH:21]=3)[CH3:19])[CH2:14][CH2:13]2)=[C:4]([N+:9]([O-])=O)[C:5]([NH2:8])=[N:6][CH:7]=1.[CH3:26][N:27]([CH3:36])[C:28]1[CH:35]=[CH:34][C:31]([CH:32]=O)=[CH:30][CH:29]=1.[O-]S(S([O-])=O)=O.[Na+].[Na+].